From a dataset of Catalyst prediction with 721,799 reactions and 888 catalyst types from USPTO. Predict which catalyst facilitates the given reaction. (1) Reactant: Br[CH2:2][CH2:3][CH2:4][C:5]#[N:6].C(N(CC)CC)C.[C:14]1([C:26]2[CH:31]=[CH:30][CH:29]=[CH:28][CH:27]=2)[CH:19]=[CH:18][C:17]([CH:20]2[CH2:25][CH2:24][NH:23][CH2:22][CH2:21]2)=[CH:16][CH:15]=1.O. Product: [C:14]1([C:26]2[CH:27]=[CH:28][CH:29]=[CH:30][CH:31]=2)[CH:19]=[CH:18][C:17]([CH:20]2[CH2:21][CH2:22][N:23]([CH2:2][CH2:3][CH2:4][C:5]#[N:6])[CH2:24][CH2:25]2)=[CH:16][CH:15]=1. The catalyst class is: 695. (2) Reactant: [NH2:1][C:2]1[N:7]=[CH:6][N:5]=[C:4]2[N:8]([C@@H:26]3[CH2:31][CH2:30][CH2:29][N:28](C(OC(C)(C)C)=O)[CH2:27]3)[N:9]=[C:10]([C:11]3[CH:16]=[CH:15][C:14]([O:17][C:18]4[CH:23]=[CH:22][CH:21]=[C:20]([F:24])[C:19]=4[F:25])=[CH:13][CH:12]=3)[C:3]=12. Product: [F:25][C:19]1[C:20]([F:24])=[CH:21][CH:22]=[CH:23][C:18]=1[O:17][C:14]1[CH:13]=[CH:12][C:11]([C:10]2[C:3]3[C:4](=[N:5][CH:6]=[N:7][C:2]=3[NH2:1])[N:8]([C@@H:26]3[CH2:31][CH2:30][CH2:29][NH:28][CH2:27]3)[N:9]=2)=[CH:16][CH:15]=1. The catalyst class is: 620. (3) Reactant: [CH2:1]([N:8]1[CH2:13][CH:12]2[CH:10]([CH:11]2[CH2:14][NH2:15])[CH2:9]1)[C:2]1[CH:7]=[CH:6][CH:5]=[CH:4][CH:3]=1.C(N(CC)CC)C.[CH3:23][C:24]([O:27][C:28](O[C:28]([O:27][C:24]([CH3:26])([CH3:25])[CH3:23])=[O:29])=[O:29])([CH3:26])[CH3:25].O. Product: [CH2:1]([N:8]1[CH2:13][CH:12]2[CH:10]([CH:11]2[CH2:14][NH:15][C:28](=[O:29])[O:27][C:24]([CH3:26])([CH3:25])[CH3:23])[CH2:9]1)[C:2]1[CH:3]=[CH:4][CH:5]=[CH:6][CH:7]=1. The catalyst class is: 38. (4) Reactant: [CH2:1]([O:3][C:4](=[O:11])[C@H:5]1[CH2:9][CH2:8][C:7](=[O:10])[NH:6]1)[CH3:2].[CH2:12](I)[CH3:13].[H-].[Na+].[Cl-].[NH4+]. Product: [CH2:12]([N:6]1[C:7](=[O:10])[CH2:8][CH2:9][C@H:5]1[C:4]([O:3][CH2:1][CH3:2])=[O:11])[CH3:13]. The catalyst class is: 7.